From a dataset of Full USPTO retrosynthesis dataset with 1.9M reactions from patents (1976-2016). Predict the reactants needed to synthesize the given product. Given the product [CH3:1][C:2]1[N:3]([CH2:19][C:20]2[C:25]([CH3:26])=[CH:24][CH:23]=[CH:22][N:21]=2)[CH:4]=[C:5]([C:7]#[C:8][C:9]2[CH:10]=[C:11]([CH:14]=[CH:15][CH:16]=2)[C:12]#[N:13])[N:6]=1, predict the reactants needed to synthesize it. The reactants are: [CH3:1][C:2]1[NH:3][CH:4]=[C:5]([C:7]#[C:8][C:9]2[CH:10]=[C:11]([CH:14]=[CH:15][CH:16]=2)[C:12]#[N:13])[N:6]=1.Cl.Cl[CH2:19][C:20]1[C:25]([CH3:26])=[CH:24][CH:23]=[CH:22][N:21]=1.